Dataset: Full USPTO retrosynthesis dataset with 1.9M reactions from patents (1976-2016). Task: Predict the reactants needed to synthesize the given product. Given the product [F:1][C:2]1[CH:3]=[CH:4][C:5]2[N:9]=[C:8]([CH3:10])[N:7]([C:11]3[C:19]4[O:18][CH2:17][C@H:16]([NH:20][C:21]5[CH:34]=[CH:33][C:24]6[C@H:25]([CH2:28][C:29]([OH:31])=[O:30])[CH2:26][O:27][C:23]=6[CH:22]=5)[C:15]=4[CH:14]=[CH:13][CH:12]=3)[C:6]=2[CH:41]=1, predict the reactants needed to synthesize it. The reactants are: [F:1][C:2]1[CH:3]=[CH:4][C:5]2[N:9]=[C:8]([CH3:10])[N:7]([C:11]3[C:19]4[O:18][CH2:17][C@H:16]([N:20](C(=O)C(F)(F)F)[C:21]5[CH:34]=[CH:33][C:24]6[C@H:25]([CH2:28][C:29]([O:31]C)=[O:30])[CH2:26][O:27][C:23]=6[CH:22]=5)[C:15]=4[CH:14]=[CH:13][CH:12]=3)[C:6]=2[CH:41]=1.[OH-].[Na+].Cl.